Regression. Given two drug SMILES strings and cell line genomic features, predict the synergy score measuring deviation from expected non-interaction effect. From a dataset of NCI-60 drug combinations with 297,098 pairs across 59 cell lines. (1) Drug 1: CC12CCC(CC1=CCC3C2CCC4(C3CC=C4C5=CN=CC=C5)C)O. Drug 2: C1CCC(CC1)NC(=O)N(CCCl)N=O. Cell line: DU-145. Synergy scores: CSS=6.86, Synergy_ZIP=-1.61, Synergy_Bliss=2.95, Synergy_Loewe=0.896, Synergy_HSA=1.17. (2) Drug 2: CCN(CC)CCNC(=O)C1=C(NC(=C1C)C=C2C3=C(C=CC(=C3)F)NC2=O)C. Synergy scores: CSS=34.9, Synergy_ZIP=-1.39, Synergy_Bliss=-7.94, Synergy_Loewe=-8.35, Synergy_HSA=-10.3. Drug 1: C1=CC(=CC=C1CCCC(=O)O)N(CCCl)CCCl. Cell line: 786-0. (3) Drug 1: C(=O)(N)NO. Drug 2: CCC1(C2=C(COC1=O)C(=O)N3CC4=CC5=C(C=CC(=C5CN(C)C)O)N=C4C3=C2)O.Cl. Cell line: HL-60(TB). Synergy scores: CSS=69.2, Synergy_ZIP=-1.91, Synergy_Bliss=-0.441, Synergy_Loewe=-13.0, Synergy_HSA=-2.95. (4) Drug 1: C1=CC(=CC=C1CCC2=CNC3=C2C(=O)NC(=N3)N)C(=O)NC(CCC(=O)O)C(=O)O. Drug 2: C1=CC(=CC=C1CC(C(=O)O)N)N(CCCl)CCCl.Cl. Cell line: M14. Synergy scores: CSS=25.1, Synergy_ZIP=0.668, Synergy_Bliss=0.992, Synergy_Loewe=-8.42, Synergy_HSA=0.00682. (5) Drug 1: CC1=C2C(C(=O)C3(C(CC4C(C3C(C(C2(C)C)(CC1OC(=O)C(C(C5=CC=CC=C5)NC(=O)C6=CC=CC=C6)O)O)OC(=O)C7=CC=CC=C7)(CO4)OC(=O)C)O)C)OC(=O)C. Drug 2: C(CC(=O)O)C(=O)CN.Cl. Cell line: K-562. Synergy scores: CSS=55.7, Synergy_ZIP=-0.0951, Synergy_Bliss=-4.84, Synergy_Loewe=-47.0, Synergy_HSA=-3.77. (6) Drug 1: CCC1(C2=C(COC1=O)C(=O)N3CC4=CC5=C(C=CC(=C5CN(C)C)O)N=C4C3=C2)O.Cl. Drug 2: N.N.Cl[Pt+2]Cl. Cell line: MDA-MB-435. Synergy scores: CSS=27.3, Synergy_ZIP=-5.03, Synergy_Bliss=-0.983, Synergy_Loewe=-58.2, Synergy_HSA=0.839. (7) Drug 1: CCCS(=O)(=O)NC1=C(C(=C(C=C1)F)C(=O)C2=CNC3=C2C=C(C=N3)C4=CC=C(C=C4)Cl)F. Drug 2: CC1OCC2C(O1)C(C(C(O2)OC3C4COC(=O)C4C(C5=CC6=C(C=C35)OCO6)C7=CC(=C(C(=C7)OC)O)OC)O)O. Cell line: RPMI-8226. Synergy scores: CSS=44.7, Synergy_ZIP=1.97, Synergy_Bliss=3.79, Synergy_Loewe=-17.7, Synergy_HSA=1.68. (8) Drug 1: CN1CCC(CC1)COC2=C(C=C3C(=C2)N=CN=C3NC4=C(C=C(C=C4)Br)F)OC. Drug 2: CN1C(=O)N2C=NC(=C2N=N1)C(=O)N. Synergy scores: CSS=10.8, Synergy_ZIP=-3.76, Synergy_Bliss=-3.61, Synergy_Loewe=-25.3, Synergy_HSA=-7.05. Cell line: OVCAR-5.